Regression. Given a target protein amino acid sequence and a drug SMILES string, predict the binding affinity score between them. We predict pKi (pKi = -log10(Ki in M); higher means stronger inhibition). Dataset: bindingdb_ki. From a dataset of Drug-target binding data from BindingDB using Ki measurements. (1) The drug is COc1cccc(CCNC(=O)[C@@H](CC(C)C)NC(=O)[C@H](NC(=O)CCCCCCCCCCCCCCC(=O)N[C@H](CC(N)=O)C(=O)N[C@@H](Cc2ccccc2)C(=O)O)C(C)O)c1. The target protein (P10210) has sequence MAADAPGDRMEEPLPDRAVPIYVAGFLALYDSGDSGELALDPDTVRAALPPDNPLPINVDHRAGCEVGRVLAVVDDPRGPFFVGLIACVQLERVLETAASAAIFERRGPPLSREERLLYLITNYLPSVSLATKRLGGEAHPDRTLFAHVALCAIGRRLGTIVTYDTGLDAAIAPFRHLSPASREGARRLAAEAELALSGRTWAPGVEALTHTLLSTAVNNMMLRDRWSLVAERRRQAGIAGHTYLQASEKFKMWGAEPVSAPARGYKNGAPESTDIPPGSIAAAPQGDRCPIVRQRGVALSPVLPPMNPVPTSGTPAPAPPGDGSYLWIPASHYNQLVAGHAAPQPQPHSAFGFPAAAGSVAYGPHGAGLSQHYPPHVAHQYPGVLFSGPSPLEAQIAALVGAIAADRQAGGQPAAGDPGVRGSGKRRRYEAGPSESYCDQDEPDADYPYYPGEARGAPRGVDSRRAARHSPGTNETITALMGAVTSLQQELAHMRARTS.... The pKi is 5.9. (2) The small molecule is O=Cc1cccnc1Cl. The target protein sequence is MINQLQNYFKNIIATKDWHCKNHVSFSNNKNGGIWPEHCVKNTWGSEFPNDLNTKRIKKVFFKGTDQYYDSYSGFYDDCIKKKQTGLQLYLKNNSINTLFITGLALDFCVKETILDAINLGFRVYLITDATRSITSTPELIIQELKKLNVLTCFSKDIFDSQSKLNI. The pKi is 3.4.